The task is: Predict the product of the given reaction.. This data is from Forward reaction prediction with 1.9M reactions from USPTO patents (1976-2016). Given the reactants [Cl:1][C:2]1[CH:3]=[C:4]([C:9]2[CH:13]=[C:12]([O:14][CH2:15][CH2:16][C:17]([NH:19][CH:20]([CH:25]([CH3:27])[CH3:26])[CH2:21][CH2:22][CH2:23][OH:24])=[O:18])[N:11]([C:28]3[CH:37]=[CH:36][C:35]4[C:30](=[CH:31][CH:32]=[CH:33][CH:34]=4)[CH:29]=3)[N:10]=2)[CH:5]=[C:6]([Cl:8])[CH:7]=1.CC(OI1(OC(C)=O)(OC(C)=O)OC(=O)C2C=CC=CC1=2)=O, predict the reaction product. The product is: [Cl:1][C:2]1[CH:3]=[C:4]([C:9]2[CH:13]=[C:12]([O:14][CH2:15][CH2:16][C:17]([NH:19][CH:20]([CH:25]([CH3:27])[CH3:26])[CH2:21][CH2:22][CH:23]=[O:24])=[O:18])[N:11]([C:28]3[CH:37]=[CH:36][C:35]4[C:30](=[CH:31][CH:32]=[CH:33][CH:34]=4)[CH:29]=3)[N:10]=2)[CH:5]=[C:6]([Cl:8])[CH:7]=1.